This data is from Forward reaction prediction with 1.9M reactions from USPTO patents (1976-2016). The task is: Predict the product of the given reaction. The product is: [Cl:23][C:20]1[CH:21]=[CH:22][C:17]([C:16]2[C:15]3[C:14]([CH3:25])=[C:13]([CH3:26])[S:12][C:11]=3[NH:10][C:9](=[O:27])[C@:5]3([CH2:7][C@@H:6]3[CH3:8])[N:4]=2)=[CH:18][CH:19]=1. Given the reactants COC(=O)[NH:4][C@:5]1([C:9](=[O:27])[NH:10][C:11]2[S:12][C:13]([CH3:26])=[C:14]([CH3:25])[C:15]=2[C:16](=O)[C:17]2[CH:22]=[CH:21][C:20]([Cl:23])=[CH:19][CH:18]=2)[CH2:7][C@@H:6]1[CH3:8].N1CCCCC1.C(O)(=O)C, predict the reaction product.